Dataset: Full USPTO retrosynthesis dataset with 1.9M reactions from patents (1976-2016). Task: Predict the reactants needed to synthesize the given product. (1) Given the product [N:36]1[N:37]2[CH:42]=[CH:41][CH:40]=[CH:39][C:38]2=[C:34]([C:2]2[CH:25]=[CH:24][C:5]([CH2:6][N:7]3[CH2:15][C:14]4[CH:13]=[CH:12][N:11]=[C:10]([O:16][CH2:17][CH:18]5[CH2:22][CH2:21][CH2:20][O:19]5)[C:9]=4[C:8]3=[O:23])=[CH:4][CH:3]=2)[CH:35]=1, predict the reactants needed to synthesize it. The reactants are: Br[C:2]1[CH:25]=[CH:24][C:5]([CH2:6][N:7]2[CH2:15][C:14]3[CH:13]=[CH:12][N:11]=[C:10]([O:16][CH2:17][CH:18]4[CH2:22][CH2:21][CH2:20][O:19]4)[C:9]=3[C:8]2=[O:23])=[CH:4][CH:3]=1.CC1(C)C(C)(C)OB([C:34]2[CH:35]=[N:36][N:37]3[CH:42]=[CH:41][CH:40]=[CH:39][C:38]=23)O1.C(=O)([O-])[O-].[Na+].[Na+]. (2) Given the product [CH:11]1([O:14][C:15]2[CH:20]=[C:19]([C:2]3[CH:8]=[C:7]([F:9])[C:5]([NH2:6])=[C:4]([F:10])[CH:3]=3)[CH:18]=[CH:17][CH:16]=2)[CH2:13][CH2:12]1, predict the reactants needed to synthesize it. The reactants are: Br[C:2]1[CH:8]=[C:7]([F:9])[C:5]([NH2:6])=[C:4]([F:10])[CH:3]=1.[CH:11]1([O:14][C:15]2[CH:16]=[C:17](B3OC(C)(C)C(C)(C)O3)[CH:18]=[CH:19][CH:20]=2)[CH2:13][CH2:12]1. (3) Given the product [F:56][C:55]([F:58])([F:57])[C:53]([OH:59])=[O:54].[NH2:31][CH2:30][CH2:29][N:26]1[CH2:25][CH2:24][N:23]([CH2:22]/[CH:21]=[CH:20]/[C:19]([N:16]2[CH2:15][CH2:14][CH:13]([C@H:12]3[N:7]4[N:6]=[C:5]([C:40]5[CH:45]=[CH:44][C:43]([O:46][C:47]6[CH:52]=[CH:51][CH:50]=[CH:49][CH:48]=6)=[CH:42][CH:41]=5)[C:4]([C:1]([NH2:2])=[O:3])=[C:8]4[NH:9][CH2:10][CH2:11]3)[CH2:18][CH2:17]2)=[O:39])[CH2:28][CH2:27]1, predict the reactants needed to synthesize it. The reactants are: [C:1]([C:4]1[C:5]([C:40]2[CH:45]=[CH:44][C:43]([O:46][C:47]3[CH:52]=[CH:51][CH:50]=[CH:49][CH:48]=3)=[CH:42][CH:41]=2)=[N:6][N:7]2[C@H:12]([CH:13]3[CH2:18][CH2:17][N:16]([C:19](=[O:39])/[CH:20]=[CH:21]/[CH2:22][N:23]4[CH2:28][CH2:27][N:26]([CH2:29][CH2:30][NH:31]C(=O)OC(C)(C)C)[CH2:25][CH2:24]4)[CH2:15][CH2:14]3)[CH2:11][CH2:10][NH:9][C:8]=12)(=[O:3])[NH2:2].[C:53]([OH:59])([C:55]([F:58])([F:57])[F:56])=[O:54]. (4) Given the product [ClH:41].[C:3]1([CH2:7][NH:8][CH2:9][CH2:10][CH2:11][NH:12][CH2:13][CH2:14][CH2:15][NH:16][CH2:17][CH:18]2[CH2:23][CH2:22][CH2:21][CH2:20][CH2:19]2)[CH:4]=[CH:5][CH:6]=[C:1]([CH2:24][NH:25][CH2:26][CH2:27][CH2:28][NH:29][CH2:30][CH2:31][CH2:32][NH:33][CH2:34][CH:35]2[CH2:36][CH2:37][CH2:38][CH2:39][CH2:40]2)[CH:2]=1, predict the reactants needed to synthesize it. The reactants are: [C:1]1([CH2:24][NH:25][CH2:26][CH2:27][CH2:28][NH:29][CH2:30][CH2:31][CH2:32][NH:33][CH2:34][CH:35]2[CH2:40][CH2:39][CH2:38][CH2:37][CH2:36]2)[CH:6]=[CH:5][CH:4]=[C:3]([CH2:7][NH:8][CH2:9][CH2:10][CH2:11][NH:12][CH2:13][CH2:14][CH2:15][NH:16][CH2:17][CH:18]2[CH2:23][CH2:22][CH2:21][CH2:20][CH2:19]2)[CH:2]=1.[ClH:41]. (5) Given the product [CH3:25][N:24]([CH2:26][C:27]1[CH:32]=[CH:31][CH:30]=[CH:29][C:28]=1[C:33]1[CH:34]=[CH:35][C:36]([NH:39][C:9](=[O:11])[CH:8]([C:3]2[CH:4]=[CH:5][CH:6]=[CH:7][C:2]=2[CH3:1])[NH:12][C:13]([NH:15][C:16]2[CH:21]=[CH:20][C:19]([Cl:22])=[CH:18][CH:17]=2)=[O:14])=[CH:37][CH:38]=1)[CH3:23], predict the reactants needed to synthesize it. The reactants are: [CH3:1][C:2]1[CH:7]=[CH:6][CH:5]=[CH:4][C:3]=1[CH:8]([NH:12][C:13]([NH:15][C:16]1[CH:21]=[CH:20][C:19]([Cl:22])=[CH:18][CH:17]=1)=[O:14])[C:9]([OH:11])=O.[CH3:23][N:24]([CH2:26][C:27]1[CH:32]=[CH:31][CH:30]=[CH:29][C:28]=1[C:33]1[CH:38]=[CH:37][C:36]([NH2:39])=[CH:35][CH:34]=1)[CH3:25]. (6) Given the product [OH:20][CH:19]([C:21]1[N:26]=[C:25](/[CH:27]=[CH:28]/[C:29]([O:31][C:32]([CH3:35])([CH3:34])[CH3:33])=[O:30])[CH:24]=[CH:23][CH:22]=1)[CH2:17][C:16]([C:13]1[CH:14]=[CH:15][C:10]([N:7]2[CH2:8][CH2:9][N:4]([CH3:3])[CH2:5][CH2:6]2)=[CH:11][CH:12]=1)=[O:18], predict the reactants needed to synthesize it. The reactants are: [OH-].[K+].[CH3:3][N:4]1[CH2:9][CH2:8][N:7]([C:10]2[CH:15]=[CH:14][C:13]([C:16](=[O:18])[CH3:17])=[CH:12][CH:11]=2)[CH2:6][CH2:5]1.[CH:19]([C:21]1[N:26]=[C:25](/[CH:27]=[CH:28]/[C:29]([O:31][C:32]([CH3:35])([CH3:34])[CH3:33])=[O:30])[CH:24]=[CH:23][CH:22]=1)=[O:20]. (7) Given the product [Br:1][C:2]1[S:6][C:5]([C:7]2[O:8][C:24]([CH3:25])=[N:10][N:9]=2)=[N:4][C:3]=1[CH2:11][CH:12]1[CH2:17][CH2:16][CH2:15][CH2:14][CH2:13]1, predict the reactants needed to synthesize it. The reactants are: [Br:1][C:2]1[S:6][C:5]([C:7]([NH:9][NH2:10])=[O:8])=[N:4][C:3]=1[CH2:11][CH:12]1[CH2:17][CH2:16][CH2:15][CH2:14][CH2:13]1.C([O-])(O)=O.[Na+].N1C=CC=[CH:25][CH:24]=1.O(S(C(F)(F)F)(=O)=O)S(C(F)(F)F)(=O)=O.